Dataset: Full USPTO retrosynthesis dataset with 1.9M reactions from patents (1976-2016). Task: Predict the reactants needed to synthesize the given product. (1) The reactants are: [NH:1]1[C:9]2[C:4](=[CH:5][CH:6]=[CH:7][CH:8]=2)[C:3]([CH2:10][CH2:11][C:12]([OH:14])=O)=[CH:2]1.[CH:15]1([N:21]([CH3:25])[CH2:22][CH2:23][NH2:24])[CH2:20][CH2:19][CH2:18][CH2:17][CH2:16]1. Given the product [CH:15]1([N:21]([CH3:25])[CH2:22][CH2:23][NH:24][C:12](=[O:14])[CH2:11][CH2:10][C:3]2[C:4]3[C:9](=[CH:8][CH:7]=[CH:6][CH:5]=3)[NH:1][CH:2]=2)[CH2:20][CH2:19][CH2:18][CH2:17][CH2:16]1, predict the reactants needed to synthesize it. (2) Given the product [O:1]1[C:2]2([CH2:3][CH2:4][N:5]([C:8]3[CH:13]=[CH:12][C:11]([N:14]4[CH2:18][C@H:17]([CH2:19][NH:20][C:21](=[O:23])[CH3:22])[O:16][C:15]4=[O:24])=[CH:10][C:9]=3[F:25])[CH2:6][CH2:7]2)[CH2:26][O:27][CH2:30]1, predict the reactants needed to synthesize it. The reactants are: [OH:1][C:2]1([CH2:26][OH:27])[CH2:7][CH2:6][N:5]([C:8]2[CH:13]=[CH:12][C:11]([N:14]3[CH2:18][C@H:17]([CH2:19][NH:20][C:21](=[O:23])[CH3:22])[O:16][C:15]3=[O:24])=[CH:10][C:9]=2[F:25])[CH2:4][CH2:3]1.C=O.[C:30]1(C)C=CC(S(O)(=O)=O)=CC=1. (3) Given the product [C:17]([C@@H:18]([NH:27][C:28]([C@@H:30]1[CH2:36][N:35]([C:37]([O:39][C:40]([CH3:43])([CH3:42])[CH3:41])=[O:38])[CH2:34][CH2:33][CH2:32][O:31]1)=[O:29])[CH2:19][C:20]1[CH:25]=[CH:24][C:23]([I:26])=[CH:22][CH:21]=1)#[N:16], predict the reactants needed to synthesize it. The reactants are: CC[N+](S(N=C(OC)[O-])(=O)=O)(CC)CC.[NH2:16][C:17](=O)[C@@H:18]([NH:27][C:28]([C@@H:30]1[CH2:36][N:35]([C:37]([O:39][C:40]([CH3:43])([CH3:42])[CH3:41])=[O:38])[CH2:34][CH2:33][CH2:32][O:31]1)=[O:29])[CH2:19][C:20]1[CH:25]=[CH:24][C:23]([I:26])=[CH:22][CH:21]=1.C(OCC)C.